Dataset: Full USPTO retrosynthesis dataset with 1.9M reactions from patents (1976-2016). Task: Predict the reactants needed to synthesize the given product. Given the product [O:32]=[C:22]1[N:21]([C:19]2[CH:18]=[CH:17][N:16]=[C:15]([NH:14][C:13]([NH:78][CH2:77][C:72]3[CH:73]=[CH:74][CH:75]=[CH:76][N:71]=3)=[O:12])[CH:20]=2)[CH2:25][CH:24]([C:26]2[CH:27]=[CH:28][CH:29]=[CH:30][CH:31]=2)[O:23]1, predict the reactants needed to synthesize it. The reactants are: C(OCC(Cl)(Cl)Cl)=O.ClC(Cl)(Cl)C[O:12][C:13](=O)[NH:14][C:15]1[CH:20]=[C:19]([N:21]2[CH2:25][CH:24]([C:26]3[CH:31]=[CH:30][CH:29]=[CH:28][CH:27]=3)[O:23][C:22]2=[O:32])[CH:18]=[CH:17][N:16]=1.ClC(Cl)(Cl)COC(N(C1C=C(N2CC(C3C=CC=CC=3)OC2=O)C=CN=1)C(OCC(Cl)(Cl)Cl)=O)=O.[N:71]1[CH:76]=[CH:75][CH:74]=[CH:73][C:72]=1[CH2:77][NH2:78].C(N(C(C)C)CC)(C)C.